Dataset: Full USPTO retrosynthesis dataset with 1.9M reactions from patents (1976-2016). Task: Predict the reactants needed to synthesize the given product. (1) Given the product [S:37]=[C:2]1[C:7]([C:8]([O:10][CH2:11][CH3:12])=[O:9])=[N:6][N:5]([CH2:13][C:14]2[CH:19]=[CH:18][C:17]([N:20]3[CH:24]=[CH:23][CH:22]=[N:21]3)=[CH:16][CH:15]=2)[C:4]2[CH:25]=[CH:26][S:27][C:3]1=2, predict the reactants needed to synthesize it. The reactants are: O=[C:2]1[C:7]([C:8]([O:10][CH2:11][CH3:12])=[O:9])=[N:6][N:5]([CH2:13][C:14]2[CH:19]=[CH:18][C:17]([N:20]3[CH:24]=[CH:23][CH:22]=[N:21]3)=[CH:16][CH:15]=2)[C:4]2[CH:25]=[CH:26][S:27][C:3]1=2.COC1C=CC(P2(SP(C3C=CC(OC)=CC=3)(=S)S2)=[S:37])=CC=1. (2) The reactants are: [CH2:1]([N:7]1C(=O)C2C(=CC=CC=2)C1=O)[CH2:2][CH2:3][CH2:4][CH:5]=[CH2:6].O.NN.[ClH:21]. Given the product [ClH:21].[Cl:21][NH:7][CH2:1][CH2:2][CH2:3][CH2:4][CH:5]=[CH2:6], predict the reactants needed to synthesize it. (3) The reactants are: O[C:2]1[N:7]=[C:6]([C:8]2[C:16]3[C:11](=[N:12][CH:13]=[C:14]([C:17]([F:20])([F:19])[F:18])[CH:15]=3)[N:10]([S:21]([C:24]3[CH:30]=[CH:29][C:27]([CH3:28])=[CH:26][CH:25]=3)(=[O:23])=[O:22])[CH:9]=2)[C:5]([C:31]#[N:32])=[CH:4][N:3]=1.P(Cl)(Cl)([Cl:35])=O. Given the product [Cl:35][C:2]1[N:7]=[C:6]([C:8]2[C:16]3[C:11](=[N:12][CH:13]=[C:14]([C:17]([F:20])([F:19])[F:18])[CH:15]=3)[N:10]([S:21]([C:24]3[CH:30]=[CH:29][C:27]([CH3:28])=[CH:26][CH:25]=3)(=[O:23])=[O:22])[CH:9]=2)[C:5]([C:31]#[N:32])=[CH:4][N:3]=1, predict the reactants needed to synthesize it. (4) Given the product [CH3:1][C:2]1([C:15]2[CH:24]=[CH:23][C:22]3[C:21]([CH3:26])([CH3:25])[CH2:20][CH2:19][C:18]([CH3:28])([CH3:27])[C:17]=3[CH:16]=2)[C:6]2[CH:7]=[CH:8][C:9]([C:11]([OH:13])=[O:12])=[CH:10][C:5]=2[O:4][CH2:3]1, predict the reactants needed to synthesize it. The reactants are: [CH3:1][C:2]1([C:15]2[CH:24]=[CH:23][C:22]3[C:21]([CH3:26])([CH3:25])[CH2:20][CH2:19][C:18]([CH3:28])([CH3:27])[C:17]=3[CH:16]=2)[C:6]2[CH:7]=[CH:8][C:9]([C:11]([O:13]C)=[O:12])=[CH:10][C:5]=2[O:4][CH2:3]1.[OH-].[Na+].[OH-].[Li+]. (5) Given the product [CH3:33][N:34]([CH3:35])[C:30]([C:9]1[N:8]([C:6]([O:5][C:2]([CH3:3])([CH3:1])[CH3:4])=[O:7])[C:16]2[C:11]([CH:10]=1)=[CH:12][C:13]([C:24]1[CH:29]=[CH:28][CH:27]=[CH:26][CH:25]=1)=[CH:14][C:15]=2[C:17]([O:19][C:20]([CH3:21])([CH3:23])[CH3:22])=[O:18])=[O:31], predict the reactants needed to synthesize it. The reactants are: [CH3:1][C:2]([O:5][C:6]([N:8]1[C:16]2[C:11](=[CH:12][C:13]([C:24]3[CH:29]=[CH:28][CH:27]=[CH:26][CH:25]=3)=[CH:14][C:15]=2[C:17]([O:19][C:20]([CH3:23])([CH3:22])[CH3:21])=[O:18])[CH:10]=[C:9]1[C:30](O)=[O:31])=[O:7])([CH3:4])[CH3:3].[CH3:33][N:34](C(ON1N=NC2C=CC=NC1=2)=[N+](C)C)[CH3:35].F[P-](F)(F)(F)(F)F.C(N(C(C)C)CC)(C)C.CNC. (6) Given the product [CH2:4]([O:30][C:32]([N:23]1[CH2:24][CH2:25][CH:20]([NH:19][C:18]([C:17]2[C:13]([C:11]3[NH:10][C:9]4[CH:28]=[CH:29][C:6]([C:4]([OH:3])=[O:5])=[CH:7][C:8]=4[N:12]=3)=[N:14][NH:15][CH:16]=2)=[O:26])[CH2:21][CH2:22]1)=[O:33])[C:6]1[CH:29]=[CH:28][CH:9]=[CH:8][CH:7]=1, predict the reactants needed to synthesize it. The reactants are: C([O:3][C:4]([C:6]1[CH:29]=[CH:28][C:9]2[N:10]=[C:11]([C:13]3[C:17]([C:18](=[O:26])[NH:19][CH:20]4[CH2:25][CH2:24][NH:23][CH2:22][CH2:21]4)=[C:16](C)[NH:15][N:14]=3)[NH:12][C:8]=2[CH:7]=1)=[O:5])C.[OH-:30].[Na+].[CH3:32][OH:33]. (7) Given the product [C:18]([Si:15]([O:9][C:3]1[C:4]([CH3:8])=[CH:5][CH:6]=[CH:7][C:2]=1[F:1])([CH3:17])[CH3:16])([CH3:21])([CH3:20])[CH3:19], predict the reactants needed to synthesize it. The reactants are: [F:1][C:2]1[CH:7]=[CH:6][CH:5]=[C:4]([CH3:8])[C:3]=1[OH:9].N1C=CN=C1.[Si:15](Cl)([C:18]([CH3:21])([CH3:20])[CH3:19])([CH3:17])[CH3:16].O.